This data is from Full USPTO retrosynthesis dataset with 1.9M reactions from patents (1976-2016). The task is: Predict the reactants needed to synthesize the given product. (1) Given the product [CH3:34][S:35]([O:24][CH2:23][CH:14]1[C:15]2([CH2:22][CH2:21][CH2:20][CH2:19][CH2:18]2)[O:16][N:17]=[C:13]1[C:10]1[CH:9]=[CH:8][C:7]([O:6][C:5]2[CH:25]=[CH:26][C:2]([Cl:1])=[CH:3][CH:4]=2)=[CH:12][CH:11]=1)(=[O:37])=[O:36], predict the reactants needed to synthesize it. The reactants are: [Cl:1][C:2]1[CH:26]=[CH:25][C:5]([O:6][C:7]2[CH:12]=[CH:11][C:10]([C:13]3[CH:14]([CH2:23][OH:24])[C:15]4([CH2:22][CH2:21][CH2:20][CH2:19][CH2:18]4)[O:16][N:17]=3)=[CH:9][CH:8]=2)=[CH:4][CH:3]=1.C(N(CC)CC)C.[CH3:34][S:35](Cl)(=[O:37])=[O:36].O. (2) The reactants are: [CH2:1]([N:5]1[C:17]2[C:16]3[CH:15]=[C:14]([CH:18]=C)[CH:13]=[CH:12][C:11]=3[N:10]=[C:9]([NH2:20])[C:8]=2[N:7]=[CH:6]1)[CH:2]([CH3:4])[CH3:3].CSC.C[OH:25]. Given the product [NH2:20][C:9]1[C:8]2[N:7]=[CH:6][N:5]([CH2:1][CH:2]([CH3:4])[CH3:3])[C:17]=2[C:16]2[CH:15]=[C:14]([CH:18]=[O:25])[CH:13]=[CH:12][C:11]=2[N:10]=1, predict the reactants needed to synthesize it.